Dataset: NCI-60 drug combinations with 297,098 pairs across 59 cell lines. Task: Regression. Given two drug SMILES strings and cell line genomic features, predict the synergy score measuring deviation from expected non-interaction effect. (1) Drug 1: CC12CCC(CC1=CCC3C2CCC4(C3CC=C4C5=CN=CC=C5)C)O. Drug 2: C1=CC(=CC=C1CCCC(=O)O)N(CCCl)CCCl. Cell line: M14. Synergy scores: CSS=-2.27, Synergy_ZIP=-7.38, Synergy_Bliss=-4.58, Synergy_Loewe=-6.76, Synergy_HSA=-5.69. (2) Drug 1: COC1=NC(=NC2=C1N=CN2C3C(C(C(O3)CO)O)O)N. Drug 2: C1CN(P(=O)(OC1)NCCCl)CCCl. Synergy scores: CSS=-7.45, Synergy_ZIP=3.37, Synergy_Bliss=4.87, Synergy_Loewe=-3.67, Synergy_HSA=-1.82. Cell line: MALME-3M. (3) Drug 1: CC1CCC2CC(C(=CC=CC=CC(CC(C(=O)C(C(C(=CC(C(=O)CC(OC(=O)C3CCCCN3C(=O)C(=O)C1(O2)O)C(C)CC4CCC(C(C4)OC)OCCO)C)C)O)OC)C)C)C)OC. Drug 2: CC(C)NC(=O)C1=CC=C(C=C1)CNNC.Cl. Cell line: HCT-15. Synergy scores: CSS=2.36, Synergy_ZIP=2.23, Synergy_Bliss=3.36, Synergy_Loewe=0.910, Synergy_HSA=1.08. (4) Drug 1: CC1CCC2CC(C(=CC=CC=CC(CC(C(=O)C(C(C(=CC(C(=O)CC(OC(=O)C3CCCCN3C(=O)C(=O)C1(O2)O)C(C)CC4CCC(C(C4)OC)O)C)C)O)OC)C)C)C)OC. Drug 2: CC1CCCC2(C(O2)CC(NC(=O)CC(C(C(=O)C(C1O)C)(C)C)O)C(=CC3=CSC(=N3)C)C)C. Cell line: DU-145. Synergy scores: CSS=44.3, Synergy_ZIP=-1.19, Synergy_Bliss=-2.40, Synergy_Loewe=-10.3, Synergy_HSA=-0.973. (5) Drug 1: C1CCC(CC1)NC(=O)N(CCCl)N=O. Drug 2: CS(=O)(=O)OCCCCOS(=O)(=O)C. Cell line: RXF 393. Synergy scores: CSS=15.8, Synergy_ZIP=-5.39, Synergy_Bliss=-3.21, Synergy_Loewe=-1.82, Synergy_HSA=-1.38. (6) Drug 1: C1CCN(CC1)CCOC2=CC=C(C=C2)C(=O)C3=C(SC4=C3C=CC(=C4)O)C5=CC=C(C=C5)O. Drug 2: CC(C)CN1C=NC2=C1C3=CC=CC=C3N=C2N. Cell line: NCI/ADR-RES. Synergy scores: CSS=-4.10, Synergy_ZIP=2.74, Synergy_Bliss=-1.10, Synergy_Loewe=-4.25, Synergy_HSA=-5.44. (7) Drug 1: C1CN1P(=S)(N2CC2)N3CC3. Drug 2: COCCOC1=C(C=C2C(=C1)C(=NC=N2)NC3=CC=CC(=C3)C#C)OCCOC.Cl. Cell line: U251. Synergy scores: CSS=7.68, Synergy_ZIP=-7.57, Synergy_Bliss=-4.31, Synergy_Loewe=-11.1, Synergy_HSA=-5.96.